Dataset: Forward reaction prediction with 1.9M reactions from USPTO patents (1976-2016). Task: Predict the product of the given reaction. (1) Given the reactants [Cl:1][C:2]1[C:3]2[N:4]([C:8]([CH:12]3[CH2:15][C:14](CO)([OH:16])[CH2:13]3)=[N:9][C:10]=2[I:11])[CH:5]=[CH:6][N:7]=1.I([O-])(=O)(=O)=O.[Na+], predict the reaction product. The product is: [Cl:1][C:2]1[C:3]2[N:4]([C:8]([CH:12]3[CH2:13][C:14](=[O:16])[CH2:15]3)=[N:9][C:10]=2[I:11])[CH:5]=[CH:6][N:7]=1. (2) Given the reactants [N+:1]([C:4]1[N:5]=[C:6]2[N:11]([CH:12]=1)[CH2:10][CH2:9][C@H:8]([CH2:13][O:14][C:15]1[CH:20]=[CH:19][C:18]([N:21]3[CH2:26][CH2:25][C:24](=O)[CH2:23][CH2:22]3)=[CH:17][CH:16]=1)[O:7]2)([O-:3])=[O:2].[F:28][C:29]([F:46])([F:45])[O:30][C:31]1[CH:44]=[CH:43][C:34]([O:35][C:36]2[CH:41]=[CH:40][C:39]([NH2:42])=[CH:38][CH:37]=2)=[CH:33][CH:32]=1.C(O[BH-](OC(=O)C)OC(=O)C)(=O)C.[Na+].C(O)(=O)C, predict the reaction product. The product is: [N+:1]([C:4]1[N:5]=[C:6]2[N:11]([CH:12]=1)[CH2:10][CH2:9][C@H:8]([CH2:13][O:14][C:15]1[CH:20]=[CH:19][C:18]([N:21]3[CH2:22][CH2:23][CH:24]([NH:42][C:39]4[CH:40]=[CH:41][C:36]([O:35][C:34]5[CH:43]=[CH:44][C:31]([O:30][C:29]([F:28])([F:45])[F:46])=[CH:32][CH:33]=5)=[CH:37][CH:38]=4)[CH2:25][CH2:26]3)=[CH:17][CH:16]=1)[O:7]2)([O-:3])=[O:2]. (3) Given the reactants [O:1]=[C:2]1[CH:7](OS(C)(=O)=O)[CH2:6][CH2:5][CH2:4][NH:3]1.[CH3:13][O:14][C:15]1[CH:20]=[CH:19][C:18]([C:21]([CH:23]2[CH2:28][CH2:27][NH:26][CH2:25][CH2:24]2)=[O:22])=[CH:17][CH:16]=1.C(N(C(C)C)CC)(C)C, predict the reaction product. The product is: [CH3:13][O:14][C:15]1[CH:16]=[CH:17][C:18]([C:21]([CH:23]2[CH2:28][CH2:27][N:26]([CH:7]3[CH2:6][CH2:5][CH2:4][NH:3][C:2]3=[O:1])[CH2:25][CH2:24]2)=[O:22])=[CH:19][CH:20]=1. (4) The product is: [CH2:11]([O:13][C:14](=[O:18])/[CH:15]=[C:16](/[O:10][C:9]1[C:4]2[N:3]=[CH:2][O:1][C:5]=2[CH:6]=[CH:7][CH:8]=1)\[CH3:17])[CH3:12]. Given the reactants [O:1]1[C:5]2=[CH:6][CH:7]=[CH:8][C:9]([OH:10])=[C:4]2[N:3]=[CH:2]1.[CH2:11]([O:13][C:14](=[O:18])[C:15]#[C:16][CH3:17])[CH3:12].C(=O)([O-])[O-].[K+].[K+], predict the reaction product. (5) Given the reactants I[C:2]1[CH:10]=[C:9]2[C:5]([CH2:6][N:7]3[C:13]([C:14]4[C:15]([C:20]5[CH:25]=[CH:24][CH:23]=[CH:22][CH:21]=5)=[N:16][O:17][C:18]=4[CH3:19])=[N:12][N:11]=[C:8]32)=[CH:4][CH:3]=1.C(N(CC)CC)C.O1C[CH2:37][O:36][CH2:35]C1.[C]=[O:40], predict the reaction product. The product is: [CH3:35][O:36][C:37]([C:2]1[CH:10]=[C:9]2[C:5]([CH2:6][N:7]3[C:13]([C:14]4[C:15]([C:20]5[CH:21]=[CH:22][CH:23]=[CH:24][CH:25]=5)=[N:16][O:17][C:18]=4[CH3:19])=[N:12][N:11]=[C:8]32)=[CH:4][CH:3]=1)=[O:40]. (6) Given the reactants [C:1]1([CH3:11])[CH:6]=[C:5]([CH3:7])[CH:4]=[C:3]([CH3:8])[C:2]=1[CH:9]=O.[C:12](#[N:16])[CH2:13][C:14]#[N:15].N1CCCCC1, predict the reaction product. The product is: [C:1]1([CH3:11])[CH:6]=[C:5]([CH3:7])[CH:4]=[C:3]([CH3:8])[C:2]=1[CH:9]=[C:13]([C:12]#[N:16])[C:14]#[N:15]. (7) Given the reactants [Cl:1][C:2]1[CH:21]=[C:20]([Cl:22])[CH:19]=[CH:18][C:3]=1[CH2:4][N:5]1[C:9]([CH2:10][CH2:11][CH2:12][OH:13])=[CH:8][C:7]([O:14][CH:15]([CH3:17])[CH3:16])=[N:6]1.O[C:24]1[N:25]=[C:26]([CH3:34])[S:27][C:28]=1[C:29]([O:31][CH2:32][CH3:33])=[O:30].C(P(CCCC)CCCC)CCC.N(C(N1CCCCC1)=O)=NC(N1CCCCC1)=O, predict the reaction product. The product is: [Cl:1][C:2]1[CH:21]=[C:20]([Cl:22])[CH:19]=[CH:18][C:3]=1[CH2:4][N:5]1[C:9]([CH2:10][CH2:11][CH2:12][O:13][C:24]2[N:25]=[C:26]([CH3:34])[S:27][C:28]=2[C:29]([O:31][CH2:32][CH3:33])=[O:30])=[CH:8][C:7]([O:14][CH:15]([CH3:17])[CH3:16])=[N:6]1.